Dataset: Reaction yield outcomes from USPTO patents with 853,638 reactions. Task: Predict the reaction yield, written as a fraction of the theoretical maximum amount of product (1.0 means a 100% yield; for example, 0.34 means a 34% yield). (1) The reactants are [C:1]([NH:11][C@H:12]([C:17]([OH:19])=O)[CH2:13][CH:14]([CH3:16])[CH3:15])([O:3][CH2:4][C:5]1[CH:10]=[CH:9][CH:8]=[CH:7][CH:6]=1)=[O:2].CN1CC[O:24][CH2:23][CH2:22]1.ClC(OCC(C)C)=O.[BrH:35]. The catalyst is C1COCC1. The product is [Br:35][CH2:22][C:23]([C:17](=[O:19])[C@H:12]([CH2:13][CH:14]([CH3:15])[CH3:16])[NH:11][C:1]([O:3][CH2:4][C:5]1[CH:6]=[CH:7][CH:8]=[CH:9][CH:10]=1)=[O:2])=[O:24]. The yield is 0.940. (2) The reactants are [CH3:1][C:2]1[O:3][C:4]2[CH2:5][CH2:6][C:7]3[CH:19]=[CH:18][CH:17]=[CH:16][C:8]=3[CH:9]([O:12][CH2:13][CH2:14][OH:15])[C:10]=2[N:11]=1.C(P(CCCC)CCCC)CCC.[CH2:33]([O:35][C:36](=[O:49])[CH:37]([O:46][CH2:47][CH3:48])[CH2:38][C:39]1[CH:44]=[CH:43][C:42](O)=[CH:41][CH:40]=1)[CH3:34].C1CCN(C(N=NC(N2CCCCC2)=O)=O)CC1. The catalyst is C1C=CC=CC=1.O. The product is [CH2:33]([O:35][C:36](=[O:49])[CH:37]([O:46][CH2:47][CH3:48])[CH2:38][C:39]1[CH:44]=[CH:43][C:42]([O:15][CH2:14][CH2:13][O:12][CH:9]2[C:8]3[CH:16]=[CH:17][CH:18]=[CH:19][C:7]=3[CH2:6][CH2:5][C:4]3[O:3][C:2]([CH3:1])=[N:11][C:10]2=3)=[CH:41][CH:40]=1)[CH3:34]. The yield is 0.400. (3) The reactants are [NH2:1][C:2]1[N:3]([CH3:24])[C:4](=[O:23])[C:5]2([C:15]3[C:10](=[CH:11][CH:12]=[C:13](Br)[CH:14]=3)[O:9][CH:8]([C:17]3[CH:22]=[CH:21][CH:20]=[CH:19][CH:18]=3)[CH2:7]2)[N:6]=1.[Cl:25][C:26]1[CH:31]=[CH:30][C:29]([C:32]#[N:33])=[CH:28][C:27]=1B(O)O. The catalyst is O1CCOCC1.C([O-])([O-])=O.[Cs+].[Cs+].Cl[Pd](Cl)([P](C1C=CC=CC=1)(C1C=CC=CC=1)C1C=CC=CC=1)[P](C1C=CC=CC=1)(C1C=CC=CC=1)C1C=CC=CC=1. The product is [NH2:1][C:2]1[N:3]([CH3:24])[C:4](=[O:23])[C:5]2([C:15]3[C:10](=[CH:11][CH:12]=[C:13]([C:27]4[CH:28]=[C:29]([CH:30]=[CH:31][C:26]=4[Cl:25])[C:32]#[N:33])[CH:14]=3)[O:9][CH:8]([C:17]3[CH:22]=[CH:21][CH:20]=[CH:19][CH:18]=3)[CH2:7]2)[N:6]=1. The yield is 0.180. (4) The reactants are C([O:3][C:4]([C:6]1[C:7]([CH3:28])=[N:8][N:9]2[C:14]([CH:15]3[CH2:20][CH2:19][CH2:18][CH2:17][CH2:16]3)=[C:13]([C:21]3[CH:26]=[CH:25][C:24]([F:27])=[CH:23][CH:22]=3)[CH:12]=[N:11][C:10]=12)=[O:5])C.[Li+].[OH-]. The catalyst is O1CCCC1. The product is [CH:15]1([C:14]2[N:9]3[N:8]=[C:7]([CH3:28])[C:6]([C:4]([OH:5])=[O:3])=[C:10]3[N:11]=[CH:12][C:13]=2[C:21]2[CH:26]=[CH:25][C:24]([F:27])=[CH:23][CH:22]=2)[CH2:20][CH2:19][CH2:18][CH2:17][CH2:16]1. The yield is 0.960. (5) The reactants are Cl[C:2]1[CH:7]=[C:6]([CH3:8])[N:5]=[CH:4][N:3]=1.[C:9]1(B(O)O)[CH:14]=[CH:13][CH:12]=[CH:11][CH:10]=1.C(=O)([O-])[O-].[Na+].[Na+]. The catalyst is Cl[Pd](Cl)([P](C1C=CC=CC=1)(C1C=CC=CC=1)C1C=CC=CC=1)[P](C1C=CC=CC=1)(C1C=CC=CC=1)C1C=CC=CC=1.ClCCl.O.C(#N)C. The product is [CH3:8][C:6]1[CH:7]=[C:2]([C:9]2[CH:14]=[CH:13][CH:12]=[CH:11][CH:10]=2)[N:3]=[CH:4][N:5]=1. The yield is 0.460. (6) The reactants are C(OC([N:8]1[CH2:13][CH2:12][N:11]([S:14]([CH3:17])(=[O:16])=[O:15])[CH2:10][CH2:9]1)=O)(C)(C)C.[ClH:18]. The catalyst is C(OCC)(=O)C. The product is [ClH:18].[CH3:17][S:14]([N:11]1[CH2:12][CH2:13][NH:8][CH2:9][CH2:10]1)(=[O:16])=[O:15]. The yield is 0.860. (7) The reactants are [N+:1]([C:4]1[NH:5][CH:6]=[CH:7][N:8]=1)([O-:3])=[O:2].[CH2:9](Br)[C:10]#[CH:11].C(=O)([O-])[O-].[K+].[K+].CN(C=O)C. The catalyst is CCOC(C)=O. The product is [N+:1]([C:4]1[N:5]([CH2:11][C:10]#[CH:9])[CH:6]=[CH:7][N:8]=1)([O-:3])=[O:2]. The yield is 0.850. (8) The reactants are S(Cl)([Cl:3])=O.[C:5]([O:8][C:9]1[CH:17]=[CH:16][C:12]([C:13](O)=[O:14])=[CH:11][CH:10]=1)(=[O:7])[CH3:6]. The catalyst is C1(C)C=CC=CC=1. The product is [C:5]([O:8][C:9]1[CH:17]=[CH:16][C:12]([C:13]([Cl:3])=[O:14])=[CH:11][CH:10]=1)(=[O:7])[CH3:6]. The yield is 0.920.